From a dataset of Catalyst prediction with 721,799 reactions and 888 catalyst types from USPTO. Predict which catalyst facilitates the given reaction. (1) Reactant: [O:1]=[C:2]1[C:7]([C:14]2[CH:19]=[CH:18][CH:17]=[CH:16][CH:15]=2)([C:8]2[CH:13]=[CH:12][CH:11]=[CH:10][CH:9]=2)[CH2:6][CH2:5][CH2:4][N:3]1[CH2:20][C:21]([OH:23])=O.[NH2:24][CH:25]1[CH2:30][CH2:29][N:28]([C:31]([O:33][C:34]([CH3:37])([CH3:36])[CH3:35])=[O:32])[CH2:27][CH2:26]1.F[P-](F)(F)(F)(F)F.N1(OC(N(C)C)=[N+](C)C)C2N=CC=CC=2N=N1.C(N(C(C)C)CC)(C)C. Product: [O:1]=[C:2]1[C:7]([C:14]2[CH:15]=[CH:16][CH:17]=[CH:18][CH:19]=2)([C:8]2[CH:9]=[CH:10][CH:11]=[CH:12][CH:13]=2)[CH2:6][CH2:5][CH2:4][N:3]1[CH2:20][C:21]([NH:24][CH:25]1[CH2:26][CH2:27][N:28]([C:31]([O:33][C:34]([CH3:37])([CH3:36])[CH3:35])=[O:32])[CH2:29][CH2:30]1)=[O:23]. The catalyst class is: 4. (2) Product: [Cl:1][C:2]1[CH:3]=[C:4]([CH2:8][N:9]2[C:13]([CH3:14])=[CH:12][C:11]([NH:15][C:16]([C:18]3[CH:19]=[C:20]4[C:25](=[CH:26][CH:27]=3)[CH2:24][NH:23][CH2:22][CH2:21]4)=[O:17])=[N:10]2)[CH:5]=[CH:6][CH:7]=1. Reactant: [Cl:1][C:2]1[CH:3]=[C:4]([CH2:8][N:9]2[C:13]([CH3:14])=[CH:12][C:11]([NH:15][C:16]([C:18]3[CH:19]=[C:20]4[C:25](=[CH:26][CH:27]=3)[CH2:24][N:23](C(OC(C)(C)C)=O)[CH2:22][CH2:21]4)=[O:17])=[N:10]2)[CH:5]=[CH:6][CH:7]=1.Cl.O1CCOCC1. The catalyst class is: 12. (3) The catalyst class is: 3. Product: [CH3:42][NH:45][C:31]([C:6]1[CH:7]=[CH:8][CH:9]=[C:10]2[C:5]=1[N:4]=[C:3]([C:34]1[CH:39]=[CH:38][CH:37]=[CH:36][N:35]=1)[C:2]([CH3:1])=[C:11]2[NH:12][C:13]1[C:18]([C:19]2[CH:24]=[N:23][CH:22]=[N:21][CH:20]=2)=[CH:17][N:16]=[C:15]([N:25]2[CH2:30][CH2:29][O:28][CH2:27][CH2:26]2)[CH:14]=1)=[O:32]. Reactant: [CH3:1][C:2]1[C:3]([C:34]2[CH:39]=[CH:38][CH:37]=[CH:36][N:35]=2)=[N:4][C:5]2[C:10]([C:11]=1[NH:12][C:13]1[C:18]([C:19]3[CH:20]=[N:21][CH:22]=[N:23][CH:24]=3)=[CH:17][N:16]=[C:15]([N:25]3[CH2:30][CH2:29][O:28][CH2:27][CH2:26]3)[CH:14]=1)=[CH:9][CH:8]=[CH:7][C:6]=2[C:31](O)=[O:32].CN.[CH:42]([N:45](C(C)C)CC)(C)C. (4) Product: [CH:35]([O:34][C:32](=[O:33])[NH:1][CH2:2][C@H:3]1[CH2:4][CH2:5][C@H:6]([N:9]2[C:13]3=[C:14]4[S:20][CH:19]=[CH:18][C:15]4=[N:16][CH:17]=[C:12]3[N:11]=[C:10]2[C@H:21]([OH:23])[CH3:22])[CH2:7][O:8]1)([CH3:37])[CH3:36]. Reactant: [NH2:1][CH2:2][C@@H:3]1[O:8][CH2:7][C@@H:6]([N:9]2[C:13]3=[C:14]4[S:20][CH:19]=[CH:18][C:15]4=[N:16][CH:17]=[C:12]3[N:11]=[C:10]2[C@H:21]([OH:23])[CH3:22])[CH2:5][CH2:4]1.C(N(CC)CC)C.Cl[C:32]([O:34][CH:35]([CH3:37])[CH3:36])=[O:33]. The catalyst class is: 390. (5) Reactant: [CH2:1]([C@@H:5]1[C:10](=[O:11])[NH:9][C:8]2[CH:12]=[C:13]([CH3:17])[CH:14]=[C:15]([CH3:16])[C:7]=2[O:6]1)[CH:2]([CH3:4])[CH3:3].C(=O)([O-])[O-].[K+].[K+].[C:24]([O:28][CH3:29])(=[O:27])[CH:25]=[CH2:26].C(OCC)(=O)C. Product: [CH3:29][O:28][C:24](=[O:27])[CH2:25][CH2:26][N:9]1[C:8]2[CH:12]=[C:13]([CH3:17])[CH:14]=[C:15]([CH3:16])[C:7]=2[O:6][C@H:5]([CH2:1][CH:2]([CH3:4])[CH3:3])[C:10]1=[O:11]. The catalyst class is: 35.